This data is from Blood-brain barrier penetration binary classification data from Martins et al.. The task is: Regression/Classification. Given a drug SMILES string, predict its absorption, distribution, metabolism, or excretion properties. Task type varies by dataset: regression for continuous measurements (e.g., permeability, clearance, half-life) or binary classification for categorical outcomes (e.g., BBB penetration, CYP inhibition). Dataset: bbb_martins. (1) The molecule is CC(C)(C)NC(=O)C1CC2CCCCC2CN1CC(O)C(Cc1ccccc1)NC(=O)C(CC(N)=O)NC(=O)c1ccc2ccccc2n1. The result is 1 (penetrates BBB). (2) The molecule is CCC(Br)(CC)C(=O)NC(=O)NC(C)=O. The result is 1 (penetrates BBB). (3) The drug is Fc1ccccc1C1=NCCN(CC(F)(F)F)c2ccc(Cl)cc21. The result is 1 (penetrates BBB). (4) The result is 1 (penetrates BBB). The molecule is CON=C(C#N)C1CN2CCC1CC2.